From a dataset of Full USPTO retrosynthesis dataset with 1.9M reactions from patents (1976-2016). Predict the reactants needed to synthesize the given product. (1) Given the product [OH:8][C@@H:9]1[CH2:13][CH2:12][N:11]([C:14]2[CH:19]=[CH:18][C:17]([N:20]3[CH2:24][C@H:23]([CH2:25][O:26][C:27]4[CH:31]=[CH:30][O:29][N:28]=4)[O:22][C:21]3=[O:32])=[CH:16][C:15]=2[F:33])[CH2:10]1, predict the reactants needed to synthesize it. The reactants are: [Si]([O:8][C@@H:9]1[CH2:13][CH2:12][N:11]([C:14]2[CH:19]=[CH:18][C:17]([N:20]3[CH2:24][C@H:23]([CH2:25][O:26][C:27]4[CH:31]=[CH:30][O:29][N:28]=4)[O:22][C:21]3=[O:32])=[CH:16][C:15]=2[F:33])[CH2:10]1)(C(C)(C)C)(C)C.O.O1CCCC1. (2) Given the product [Cl:12][CH2:13][C:14]1[N:8]=[C:6]([C:5]2[CH:9]=[CH:10][C:2]([F:1])=[C:3]([CH3:11])[CH:4]=2)[O:7][CH:16]=1, predict the reactants needed to synthesize it. The reactants are: [F:1][C:2]1[CH:10]=[CH:9][C:5]([C:6]([NH2:8])=[O:7])=[CH:4][C:3]=1[CH3:11].[Cl:12][CH2:13][C:14]([CH2:16]Cl)=O.S(=O)(=O)(O)O.